Dataset: Catalyst prediction with 721,799 reactions and 888 catalyst types from USPTO. Task: Predict which catalyst facilitates the given reaction. (1) Reactant: [Br:1][C:2]1[CH:3]=[C:4]([C:8]2([CH2:15]O)[NH:13][C:12](=[O:14])[CH2:11][O:10][CH2:9]2)[CH:5]=[CH:6][CH:7]=1.CCN(S(F)(F)[F:23])CC.C([O-])([O-])=O.[Na+].[Na+]. Product: [Br:1][C:2]1[CH:3]=[C:4]([C:8]2([CH2:15][F:23])[NH:13][C:12](=[O:14])[CH2:11][O:10][CH2:9]2)[CH:5]=[CH:6][CH:7]=1. The catalyst class is: 4. (2) Reactant: [C:1]([O:5][C:6]([N:8]([CH2:22][C:23]#[CH:24])[CH2:9][CH2:10][N:11]([CH:19]([CH3:21])[CH3:20])[C:12](=[O:18])[C:13]([O:15][CH2:16][CH3:17])=[O:14])=[O:7])([CH3:4])([CH3:3])[CH3:2].I[C:26]1[S:27][CH:28]=[CH:29][CH:30]=1.N1CCCCC1. Product: [C:1]([O:5][C:6]([N:8]([CH2:22][C:23]#[C:24][C:26]1[S:27][CH:28]=[CH:29][CH:30]=1)[CH2:9][CH2:10][N:11]([CH:19]([CH3:21])[CH3:20])[C:12](=[O:18])[C:13]([O:15][CH2:16][CH3:17])=[O:14])=[O:7])([CH3:2])([CH3:3])[CH3:4]. The catalyst class is: 432.